Dataset: Aqueous solubility values for 9,982 compounds from the AqSolDB database. Task: Regression/Classification. Given a drug SMILES string, predict its absorption, distribution, metabolism, or excretion properties. Task type varies by dataset: regression for continuous measurements (e.g., permeability, clearance, half-life) or binary classification for categorical outcomes (e.g., BBB penetration, CYP inhibition). For this dataset (solubility_aqsoldb), we predict Y. (1) The drug is CC(=O)Nc1ccccc1O. The Y is -2.13 log mol/L. (2) The compound is COc1ccc2cc([C@H](C)C(=O)O)ccc2c1. The Y is -4.50 log mol/L.